From a dataset of Catalyst prediction with 721,799 reactions and 888 catalyst types from USPTO. Predict which catalyst facilitates the given reaction. (1) Reactant: [S:1]1[C:5]2[CH:6]=[C:7]([NH:10][C:11](=[O:18])OCC(Cl)(Cl)Cl)[CH:8]=[CH:9][C:4]=2[N:3]=[CH:2]1.[C:19]1([C:25]2[N:29]=[C:28]([N:30]3[CH2:35][CH2:34][NH:33][CH2:32][CH2:31]3)[S:27][N:26]=2)[CH:24]=[CH:23][CH:22]=[CH:21][CH:20]=1.C(N(C(C)C)CC)(C)C.O. Product: [S:1]1[C:5]2[CH:6]=[C:7]([NH:10][C:11]([N:33]3[CH2:34][CH2:35][N:30]([C:28]4[S:27][N:26]=[C:25]([C:19]5[CH:24]=[CH:23][CH:22]=[CH:21][CH:20]=5)[N:29]=4)[CH2:31][CH2:32]3)=[O:18])[CH:8]=[CH:9][C:4]=2[N:3]=[CH:2]1. The catalyst class is: 16. (2) Reactant: [BH4-].[Na+].[Cl-].[Li+].[CH3:5][NH:6][C:7](=[O:54])[CH2:8][CH2:9][CH:10]1[CH:30]([CH3:31])[C:29]2=[N:32][C:11]1=[C:12]([CH2:49][C:50](OC)=[O:51])[C:13]1[NH:17][C:16]([CH:18]=[C:19]3[N:37]=[C:22]([CH:23]=[C:24]4[NH:33][C:27](=[CH:28]2)[C:26]([CH3:34])=[C:25]4[CH:35]=[CH2:36])[C:21]([CH3:38])=[C:20]3[CH2:39][CH3:40])=[C:15]([CH3:41])[C:14]=1[C:42]([NH:44][CH2:45][CH2:46][CH2:47][OH:48])=[O:43]. Product: [CH3:5][NH:6][C:7](=[O:54])[CH2:8][CH2:9][CH:10]1[CH:30]([CH3:31])[C:29]2=[N:32][C:11]1=[C:12]([CH2:49][CH2:50][OH:51])[C:13]1[NH:17][C:16]([CH:18]=[C:19]3[N:37]=[C:22]([CH:23]=[C:24]4[NH:33][C:27](=[CH:28]2)[C:26]([CH3:34])=[C:25]4[CH:35]=[CH2:36])[C:21]([CH3:38])=[C:20]3[CH2:39][CH3:40])=[C:15]([CH3:41])[C:14]=1[C:42]([NH:44][CH2:45][CH2:46][CH2:47][OH:48])=[O:43]. The catalyst class is: 7. (3) Reactant: O=[C:2]([CH3:20])[CH2:3][NH:4][C:5]([C:7]1[CH:8]=[N:9][C:10]2[C:15]([C:16]=1[O:17][CH3:18])=[CH:14][C:13]([I:19])=[CH:12][CH:11]=2)=[O:6].[OH-].COC(NS([N+](CC)(CC)CC)(=O)=O)=O. Product: [I:19][C:13]1[CH:14]=[C:15]2[C:10](=[CH:11][CH:12]=1)[N:9]=[CH:8][C:7]([C:5]1[O:6][C:2]([CH3:20])=[CH:3][N:4]=1)=[C:16]2[O:17][CH3:18]. The catalyst class is: 1. (4) Reactant: [Br:1][C:2]1[CH:7]=[CH:6][C:5]([NH:8][C:9](=[O:21])[C:10]2[CH:15]=[CH:14][C:13]([NH:16][CH3:17])=[C:12]([N+:18]([O-])=O)[CH:11]=2)=[CH:4][CH:3]=1. Product: [NH2:18][C:12]1[CH:11]=[C:10]([CH:15]=[CH:14][C:13]=1[NH:16][CH3:17])[C:9]([NH:8][C:5]1[CH:4]=[CH:3][C:2]([Br:1])=[CH:7][CH:6]=1)=[O:21]. The catalyst class is: 180. (5) Reactant: [C:1]1([CH2:7][O:8][C@H:9]([CH2:16][CH3:17])[C@@H:10]([C:12]([O:14][CH3:15])=[O:13])[NH2:11])[CH:6]=[CH:5][CH:4]=[CH:3][CH:2]=1.N[C@@H](C(OC)=O)C(C)C.[NH2:27][C:28]1[C:29]([C:38](O)=[O:39])=[CH:30][C:31]2[C:36]([CH:37]=1)=[CH:35][CH:34]=[CH:33][CH:32]=2.C(N(C(C)C)CC)(C)C.CN(C(ON1N=NC2C=CC=NC1=2)=[N+](C)C)C.F[P-](F)(F)(F)(F)F.NC1C(C(N[C@@H](C(OC)=O)C(C)C)=O)=CC2C(C=1)=CC=CC=2. Product: [NH2:27][C:28]1[C:29]([C:38]([NH:11][C@H:10]([C:12]([O:14][CH3:15])=[O:13])[C@H:9]([O:8][CH2:7][C:1]2[CH:2]=[CH:3][CH:4]=[CH:5][CH:6]=2)[CH2:16][CH3:17])=[O:39])=[CH:30][C:31]2[C:36]([CH:37]=1)=[CH:35][CH:34]=[CH:33][CH:32]=2. The catalyst class is: 18. (6) Reactant: [NH2:1][CH2:2][CH2:3][CH2:4][C@H:5]([NH:9][C:10]([C:12]1[S:13][C:14]([CH:17]([C:24]2[CH:29]=[CH:28][CH:27]=[CH:26][CH:25]=2)[C:18]2[CH:23]=[CH:22][CH:21]=[CH:20][CH:19]=2)=[CH:15][CH:16]=1)=[O:11])[C:6]([OH:8])=[O:7].[C:30]([OH:36])([C:32]([F:35])([F:34])[F:33])=[O:31].C(O)C.Cl.[C:41](=[NH:48])(OCC)[CH:42]([CH3:44])[CH3:43]. Product: [C:24]1([CH:17]([C:18]2[CH:19]=[CH:20][CH:21]=[CH:22][CH:23]=2)[C:14]2[S:13][C:12]([C:10]([NH:9][C@@H:5]([CH2:4][CH2:3][CH2:2][NH:1][C:41](=[NH:48])[CH:42]([CH3:44])[CH3:43])[C:6]([OH:8])=[O:7])=[O:11])=[CH:16][CH:15]=2)[CH:29]=[CH:28][CH:27]=[CH:26][CH:25]=1.[C:30]([OH:36])([C:32]([F:35])([F:34])[F:33])=[O:31]. The catalyst class is: 424. (7) Reactant: [N-:1]=[N+:2]=[N-:3].[Na+].Cl[C:6]1[N:15]=[C:14]([C:16]2[CH:21]=[CH:20][CH:19]=[C:18]([Cl:22])[CH:17]=2)[C:13]2[C:8](=[CH:9][CH:10]=[C:11]([CH:23]([C:25]3[N:29]([CH3:30])[CH:28]=[N:27][CH:26]=3)[OH:24])[CH:12]=2)[N:7]=1. Product: [Cl:22][C:18]1[CH:17]=[C:16]([C:14]2[C:13]3[C:8](=[CH:9][CH:10]=[C:11]([CH:23]([C:25]4[N:29]([CH3:30])[CH:28]=[N:27][CH:26]=4)[OH:24])[CH:12]=3)[N:1]3[N:2]=[N:3][N:7]=[C:6]3[N:15]=2)[CH:21]=[CH:20][CH:19]=1. The catalyst class is: 3. (8) Reactant: Cl([O-])=O.[Na+].[OH2:5].O.P([O-])(O)(O)=O.[Na+].[Cl:13][C:14]1[CH:15]=[C:16]([CH:19]=[CH:20][C:21]=1[CH2:22][CH:23]([CH3:25])[CH3:24])[CH:17]=[O:18]. Product: [Cl:13][C:14]1[CH:15]=[C:16]([CH:19]=[CH:20][C:21]=1[CH2:22][CH:23]([CH3:25])[CH3:24])[C:17]([OH:5])=[O:18]. The catalyst class is: 878. (9) The catalyst class is: 2. Reactant: Cl[C:2](Cl)([O:4]C(=O)OC(Cl)(Cl)Cl)Cl.[Br:13][C:14]1[CH:19]=[CH:18][C:17]([C@@H:20]([NH:22][CH2:23][CH2:24][C:25]([CH2:31][CH:32]2[CH2:34][CH2:33]2)([OH:30])[CH2:26][C:27]([CH3:29])=[CH2:28])[CH3:21])=[CH:16][CH:15]=1.C(N(CC)CC)C. Product: [Br:13][C:14]1[CH:15]=[CH:16][C:17]([C@@H:20]([N:22]2[CH2:23][CH2:24][C:25]([CH2:31][CH:32]3[CH2:34][CH2:33]3)([CH2:26][C:27]([CH3:29])=[CH2:28])[O:30][C:2]2=[O:4])[CH3:21])=[CH:18][CH:19]=1.